Dataset: Forward reaction prediction with 1.9M reactions from USPTO patents (1976-2016). Task: Predict the product of the given reaction. (1) Given the reactants [NH2:1][C:2]1[N:7]=[C:6]([C@@H:8]([NH:18][C:19](=[O:31])[CH2:20][C:21]2[C:29]3[C:24](=[CH:25][CH:26]=[C:27]([F:30])[CH:28]=3)[NH:23][CH:22]=2)[CH2:9][C:10]2[CH:15]=[C:14]([F:16])[CH:13]=[C:12]([F:17])[CH:11]=2)[C:5]([C:32]2[CH:33]=[CH:34][C:35](F)=[C:36]([CH:40]=2)C(N)=O)=[CH:4][CH:3]=1.NC1N=C(C(NC(=[O:72])CC2C3C(=CC=C(F)C=3)NC=2)CC2C=C(F)C=C(F)C=2)C(Br)=CC=1.[F:74][C:75]([F:87])([F:86])[CH2:76]C1C=C(B(O)O)C=CC=1, predict the reaction product. The product is: [NH2:1][C:2]1[N:7]=[C:6]([CH:8]([NH:18][C:19](=[O:31])[CH2:20][C:21]2[C:29]3[C:24](=[CH:25][CH:26]=[C:27]([F:30])[CH:28]=3)[NH:23][CH:22]=2)[CH2:9][C:10]2[CH:11]=[C:12]([F:17])[CH:13]=[C:14]([F:16])[CH:15]=2)[C:5]([C:32]2[CH:33]=[CH:34][CH:35]=[C:36]([O:72][CH2:76][C:75]([F:87])([F:86])[F:74])[CH:40]=2)=[CH:4][CH:3]=1. (2) The product is: [N:29]1([C:2]2[N:3]=[C:4]([N:16]3[CH2:21][CH2:20][NH:19][CH2:18][CH2:17]3)[C:5]3[CH2:11][CH2:10][CH2:9][C:8]4[CH:12]=[CH:13][CH:14]=[CH:15][C:7]=4[C:6]=3[N:1]=2)[CH2:34][CH2:33][NH:32][CH2:31][CH2:30]1. Given the reactants [N:1]1[C:6]2[C:7]3[CH:15]=[CH:14][CH:13]=[CH:12][C:8]=3[CH2:9][CH2:10][CH2:11][C:5]=2[C:4]([N:16]2[CH2:21][CH2:20][N:19](C(OC(C)(C)C)=O)[CH2:18][CH2:17]2)=[N:3][C:2]=1[N:29]1[CH2:34][CH2:33][N:32](C(OC(C)(C)C)=O)[CH2:31][CH2:30]1.C(O)(C(F)(F)F)=O, predict the reaction product.